Dataset: Catalyst prediction with 721,799 reactions and 888 catalyst types from USPTO. Task: Predict which catalyst facilitates the given reaction. (1) Reactant: [CH3:1][C:2]1([CH3:25])[C:6]([C:7]2[CH:12]=[C:11]([C:13]([O:15][CH3:16])=[O:14])[CH:10]=[CH:9][C:8]=2[C:17]2[CH:22]=[C:21]([OH:23])[CH:20]=[CH:19][C:18]=2[F:24])=[CH:5][CH2:4][CH2:3]1.N1C=CN=C1.[CH:31]([Si:34](Cl)([CH:38]([CH3:40])[CH3:39])[CH:35]([CH3:37])[CH3:36])([CH3:33])[CH3:32]. Product: [CH3:1][C:2]1([CH3:25])[C:6]([C:7]2[CH:12]=[C:11]([C:13]([O:15][CH3:16])=[O:14])[CH:10]=[CH:9][C:8]=2[C:17]2[CH:22]=[C:21]([O:23][Si:34]([CH:38]([CH3:40])[CH3:39])([CH:35]([CH3:37])[CH3:36])[CH:31]([CH3:33])[CH3:32])[CH:20]=[CH:19][C:18]=2[F:24])=[CH:5][CH2:4][CH2:3]1. The catalyst class is: 31. (2) Product: [Br:1][C:2]1[CH:3]=[CH:4][C:5]([CH:8]([OH:9])[CH2:10][CH3:11])=[N:6][CH:7]=1. Reactant: [Br:1][C:2]1[CH:3]=[CH:4][C:5]([CH:8]=[O:9])=[N:6][CH:7]=1.[CH2:10]([Mg]Br)[CH3:11].C(OCC)C. The catalyst class is: 1. (3) Reactant: [C:1]([O:5][C:6]([N:8]1[CH2:13][CH2:12][N:11]([C:14]2[N:22]([CH2:23][C:24]#[C:25][CH3:26])[C:21]3[C:20](=[O:27])[NH:19][C:18](=[O:28])[NH:17][C:16]=3[N:15]=2)[CH2:10][CH2:9]1)=[O:7])([CH3:4])([CH3:3])[CH3:2].C(=O)([O-])[O-].[K+].[K+].[C:35]([O:41][CH2:42]Cl)(=[O:40])[C:36]([CH3:39])([CH3:38])[CH3:37]. Product: [C:1]([O:5][C:6]([N:8]1[CH2:9][CH2:10][N:11]([C:14]2[N:22]([CH2:23][C:24]#[C:25][CH3:26])[C:21]3[C:20](=[O:27])[NH:19][C:18](=[O:28])[N:17]([CH2:42][O:41][C:35](=[O:40])[C:36]([CH3:39])([CH3:38])[CH3:37])[C:16]=3[N:15]=2)[CH2:12][CH2:13]1)=[O:7])([CH3:4])([CH3:2])[CH3:3]. The catalyst class is: 42. (4) Reactant: C[O:2][C:3]([C:5]1[CH:6]=[N:7][C:8]([C:11]2[S:12][CH:13]=[CH:14][CH:15]=2)=[N:9][CH:10]=1)=O.[H-].C([Al+]CC(C)C)C(C)C.O. Product: [S:12]1[CH:13]=[CH:14][CH:15]=[C:11]1[C:8]1[N:9]=[CH:10][C:5]([CH2:3][OH:2])=[CH:6][N:7]=1. The catalyst class is: 7. (5) Reactant: ClC(OCC)=O.[O:7]=[C:8]1[CH:17]([C:18](O)=[O:19])[CH2:16][C:15]2[C:10](=[CH:11][CH:12]=[C:13]([C:21]3[CH:26]=[CH:25][C:24]([C:27]([F:30])([F:29])[F:28])=[CH:23][CH:22]=3)[CH:14]=2)[NH:9]1.C(N(CC)CC)C.[BH4-].[Na+].Cl. Product: [OH:19][CH2:18][CH:17]1[CH2:16][C:15]2[C:10](=[CH:11][CH:12]=[C:13]([C:21]3[CH:26]=[CH:25][C:24]([C:27]([F:28])([F:29])[F:30])=[CH:23][CH:22]=3)[CH:14]=2)[NH:9][C:8]1=[O:7]. The catalyst class is: 30. (6) Reactant: [Br:1][C:2]1[S:6][C:5]([S:7]([N:10]2[CH:14]=[CH:13][C:12](/[CH:15]=[CH:16]/[C:17]([OH:19])=O)=[CH:11]2)(=[O:9])=[O:8])=[CH:4][CH:3]=1.CN(C=O)C.[O:25]1[CH2:30][CH2:29][CH2:28][CH2:27][CH:26]1[O:31][NH2:32]. Product: [Br:1][C:2]1[S:6][C:5]([S:7]([N:10]2[CH:14]=[CH:13][C:12](/[CH:15]=[CH:16]/[C:17]([NH:32][O:31][CH:26]3[CH2:27][CH2:28][CH2:29][CH2:30][O:25]3)=[O:19])=[CH:11]2)(=[O:8])=[O:9])=[CH:4][CH:3]=1. The catalyst class is: 66.